This data is from Forward reaction prediction with 1.9M reactions from USPTO patents (1976-2016). The task is: Predict the product of the given reaction. (1) Given the reactants [C:1]([OH:24])(=[O:23])[CH2:2][CH2:3][CH2:4][CH2:5][CH2:6][CH2:7][CH2:8][CH2:9][CH2:10][CH2:11][CH2:12][CH2:13][CH2:14][CH2:15][CH2:16][CH2:17][CH2:18][CH2:19][CH2:20][CH2:21][CH3:22].[CH:25](O)(C)[CH3:26], predict the reaction product. The product is: [C:1]([OH:24])(=[O:23])[CH2:2][CH2:3][CH2:4][CH2:5][CH2:6][CH2:7][CH2:8][CH2:9][CH2:10][CH2:11][CH2:12][CH2:13][CH2:14][CH2:15][CH2:16][CH2:17][CH2:18][CH2:19][CH2:20][CH2:21][CH3:22].[C:1]([OH:24])(=[O:23])[CH2:2][CH2:3][CH2:4][CH2:5][CH2:6][CH2:7][CH2:8][CH2:9][CH2:10][CH2:11][CH2:12][CH2:13][CH2:14][CH2:15][CH2:16][CH2:17][CH2:18][CH2:19][CH2:20][CH2:21][CH2:22][CH2:25][CH3:26]. (2) Given the reactants C([Li])CCC.[OH:6][CH2:7][CH2:8][C:9]#[N:10].[C:11]12([CH2:22][C:21](=[O:23])[O:20][C:18](=[O:19])[CH2:17]1)[CH2:16][CH2:15][CH2:14][CH2:13][CH2:12]2, predict the reaction product. The product is: [C:9]([CH2:8][CH2:7][O:6][C:21]([CH2:22][C:11]1([CH2:17][C:18]([OH:20])=[O:19])[CH2:16][CH2:15][CH2:14][CH2:13][CH2:12]1)=[O:23])#[N:10]. (3) Given the reactants [C@@H:1]1([N:10]2C=CC(N)=NC2=O)[O:9][C@H:6]([CH2:7]O)[C@@H:4](O)[C@H:2]1O.[C:18](OC(=O)C1C=CC=CC=1)(=O)[C:19]1C=CC=CC=1, predict the reaction product. The product is: [C:1]([NH2:10])(=[O:9])[C:2]1[CH:4]=[CH:6][CH:7]=[CH:19][CH:18]=1. (4) Given the reactants [F:1][C:2]1[CH:9]=[CH:8][C:5]([CH:6]=O)=[CH:4][C:3]=1[C:10]([F:13])([F:12])[F:11].[C:14]([NH:17][NH2:18])([NH2:16])=[NH:15].[ClH:19], predict the reaction product. The product is: [ClH:19].[F:1][C:2]1[CH:9]=[CH:8][C:5]([CH:6]=[N:18][NH:17][C:14]([NH2:16])=[NH:15])=[CH:4][C:3]=1[C:10]([F:13])([F:12])[F:11]. (5) Given the reactants COC([C:5]1[S:9][C:8]2=[N:10][CH2:11][CH2:12][N:7]2[C:6]=1[C:13]1[CH:18]=[CH:17][C:16]([Cl:19])=[C:15]([Cl:20])[CH:14]=1)=O.[CH3:21][Mg]Br.C([O:26][CH2:27][CH3:28])C, predict the reaction product. The product is: [Cl:20][C:15]1[CH:14]=[C:13]([C:6]2[N:7]3[CH2:12][CH2:11][N:10]=[C:8]3[S:9][C:5]=2[C:27]([OH:26])([CH3:28])[CH3:21])[CH:18]=[CH:17][C:16]=1[Cl:19]. (6) The product is: [CH2:30]([O:31][C:32](=[O:27])[C:14]([CH3:15])([CH3:16])[CH2:18][CH2:19][CH2:20][CH2:21][O:22][CH2:23][CH2:24][CH2:25][C:2]([C:1]([O:6][CH2:7][CH3:8])=[O:5])([CH3:4])[CH3:3])[CH3:29]. Given the reactants [C:1]([O:6][CH2:7][CH3:8])(=[O:5])[CH:2]([CH3:4])[CH3:3].[Li+].CC([N-][CH:14]([CH3:16])[CH3:15])C.Br[CH2:18][CH2:19][CH2:20][CH2:21][O:22][CH2:23][CH2:24][CH2:25]Br.[OH2:27].C1[CH2:32][O:31][CH2:30][CH2:29]1, predict the reaction product.